This data is from Forward reaction prediction with 1.9M reactions from USPTO patents (1976-2016). The task is: Predict the product of the given reaction. (1) Given the reactants [Cl:1][C:2]1[CH:3]=[C:4]([CH:9]2[CH2:15][CH2:14][NH:13][C:12](=[O:16])[C:11]3[S:17][CH:18]=[CH:19][C:10]2=3)[CH:5]=[CH:6][C:7]=1[Cl:8].C([Li])CCC.CCCCCC.[I:31]I, predict the reaction product. The product is: [Cl:1][C:2]1[CH:3]=[C:4]([CH:9]2[CH2:15][CH2:14][NH:13][C:12](=[O:16])[C:11]3[S:17][C:18]([I:31])=[CH:19][C:10]2=3)[CH:5]=[CH:6][C:7]=1[Cl:8]. (2) Given the reactants [CH:1]([C:3]1[CH:8]=[CH:7][C:6]([C:9]#[C:10][C:11]2[CH:36]=[CH:35][C:14]([C:15]([N:17]([CH3:34])[C@:18]([CH3:33])([C:23]([NH:25][O:26][CH:27]3[CH2:32][CH2:31][CH2:30][CH2:29][O:28]3)=[O:24])[C:19]([NH:21][CH3:22])=[O:20])=[O:16])=[CH:13][CH:12]=2)=[CH:5][CH:4]=1)=O.[CH2:37]1[CH2:43][O:42][CH2:41][CH2:40][NH:39][CH2:38]1.Cl.C(O[BH-](OC(=O)C)OC(=O)C)(=O)C.[Na+].[OH-].[Na+], predict the reaction product. The product is: [CH3:22][NH:21][C:19](=[O:20])[C@:18]([CH3:33])([N:17]([CH3:34])[C:15](=[O:16])[C:14]1[CH:35]=[CH:36][C:11]([C:10]#[C:9][C:6]2[CH:7]=[CH:8][C:3]([CH2:1][N:39]3[CH2:38][CH2:37][CH2:43][O:42][CH2:41][CH2:40]3)=[CH:4][CH:5]=2)=[CH:12][CH:13]=1)[C:23]([NH:25][O:26][CH:27]1[CH2:32][CH2:31][CH2:30][CH2:29][O:28]1)=[O:24]. (3) The product is: [Cl:1][C:2]1[CH:7]=[CH:6][CH:5]=[C:4]([F:8])[C:3]=1[N:9]=[C:15]=[S:16]. Given the reactants [Cl:1][C:2]1[CH:7]=[CH:6][CH:5]=[C:4]([F:8])[C:3]=1[NH2:9].CN(C)C=O.[C:15](Cl)(Cl)=[S:16], predict the reaction product.